From a dataset of Forward reaction prediction with 1.9M reactions from USPTO patents (1976-2016). Predict the product of the given reaction. (1) The product is: [NH2:2][CH2:1][C:3]1[CH:4]=[C:5]([N:9]([C@H:13]2[C:22]3[C:17](=[CH:18][CH:19]=[CH:20][CH:21]=3)[N:16]([C:23](=[O:32])[C:24]3[CH:25]=[CH:26][C:27]([O:30][CH3:31])=[CH:28][CH:29]=3)[C@@H:15]([CH3:33])[CH2:14]2)[C:10](=[O:12])[CH3:11])[CH:6]=[CH:7][CH:8]=1. Given the reactants [C:1]([C:3]1[CH:4]=[C:5]([N:9]([C@H:13]2[C:22]3[C:17](=[CH:18][CH:19]=[CH:20][CH:21]=3)[N:16]([C:23](=[O:32])[C:24]3[CH:29]=[CH:28][C:27]([O:30][CH3:31])=[CH:26][CH:25]=3)[C@@H:15]([CH3:33])[CH2:14]2)[C:10](=[O:12])[CH3:11])[CH:6]=[CH:7][CH:8]=1)#[N:2].[BH4-].[Na+], predict the reaction product. (2) Given the reactants C([O:3][CH2:4][CH2:5][CH2:6][N:7]1[C:12](=[O:13])[C:11]2[C:14]([CH2:26][C:27]3[CH:32]=[CH:31][C:30]([Cl:33])=[CH:29][CH:28]=3)=[C:15]([O:18][C:19]3[CH:20]=[N:21][CH:22]=[C:23]([CH3:25])[CH:24]=3)[CH:16]=[N:17][C:10]=2[N:9]([CH3:34])[C:8]1=[O:35])=O.O[Li].O, predict the reaction product. The product is: [Cl:33][C:30]1[CH:31]=[CH:32][C:27]([CH2:26][C:14]2[C:11]3[C:12](=[O:13])[N:7]([CH2:6][CH2:5][CH2:4][OH:3])[C:8](=[O:35])[N:9]([CH3:34])[C:10]=3[N:17]=[CH:16][C:15]=2[O:18][C:19]2[CH:20]=[N:21][CH:22]=[C:23]([CH3:25])[CH:24]=2)=[CH:28][CH:29]=1.